Predict the reaction yield, written as a fraction of the theoretical maximum amount of product (1.0 means a 100% yield; for example, 0.34 means a 34% yield). From a dataset of Reaction yield outcomes from USPTO patents with 853,638 reactions. (1) The reactants are ClC(Cl)(Cl)C[O:4][C:5]([N:7]([C:16]1[CH:21]=[C:20]([N:22]2[CH2:26][CH:25]([C:27]3[CH:32]=[CH:31][C:30]([O:33][CH3:34])=[CH:29][CH:28]=3)[CH2:24][C:23]2=[O:35])[CH:19]=[CH:18][N:17]=1)C(OCC(Cl)(Cl)Cl)=O)=O.C(N(C(C)C)CC)(C)C.[N:47]1[CH:52]=[CH:51][CH:50]=[CH:49][C:48]=1[CH2:53][NH2:54]. The catalyst is CN(C=O)C.O. The product is [CH3:34][O:33][C:30]1[CH:31]=[CH:32][C:27]([CH:25]2[CH2:26][N:22]([C:20]3[CH:19]=[CH:18][N:17]=[C:16]([NH:7][C:5]([NH:54][CH2:53][C:48]4[CH:49]=[CH:50][CH:51]=[CH:52][N:47]=4)=[O:4])[CH:21]=3)[C:23](=[O:35])[CH2:24]2)=[CH:28][CH:29]=1. The yield is 0.450. (2) The reactants are [Cl:1][C:2]1[CH:34]=[CH:33][C:5]([CH2:6][N:7]2[CH2:12][CH2:11][CH:10]([NH:13][CH2:14][C@@:15]([OH:32])([CH3:31])[CH2:16][O:17][C:18]3[CH:23]=[C:22]([F:24])[CH:21]=[CH:20][C:19]=3[CH2:25][CH2:26][C:27]([O:29]C)=[O:28])[CH2:9][CH2:8]2)=[CH:4][CH:3]=1.[OH-].[Na+].[C:37]([C:41]([OH:43])=[O:42])([F:40])([F:39])[F:38]. The catalyst is C1COCC1. The product is [F:38][C:37]([F:40])([F:39])[C:41]([OH:43])=[O:42].[F:38][C:37]([F:40])([F:39])[C:41]([OH:43])=[O:42].[Cl:1][C:2]1[CH:34]=[CH:33][C:5]([CH2:6][N:7]2[CH2:12][CH2:11][CH:10]([NH:13][CH2:14][C@@:15]([OH:32])([CH3:31])[CH2:16][O:17][C:18]3[CH:23]=[C:22]([F:24])[CH:21]=[CH:20][C:19]=3[CH2:25][CH2:26][C:27]([OH:29])=[O:28])[CH2:9][CH2:8]2)=[CH:4][CH:3]=1. The yield is 0.820. (3) The reactants are [CH3:1]/[C:2](/[C:5]([CH3:7])=O)=[N:3]\O.[CH3:8][C:9]1([CH3:17])[CH2:16][C:14](=O)[CH2:13][C:11](=[O:12])[CH2:10]1. The catalyst is C(O)(=O)C.O.[Zn]. The product is [CH3:1][C:2]1[NH:3][C:14]2[CH2:16][C:9]([CH3:8])([CH3:17])[CH2:10][C:11](=[O:12])[C:13]=2[C:5]=1[CH3:7]. The yield is 0.300. (4) The reactants are [NH2:1][C:2]1[CH:3]=[C:4]([CH:8]=[C:9]([C:11]([CH3:13])=[CH2:12])[CH:10]=1)[C:5]([OH:7])=[O:6].[CH3:14][O:15][C:16]1[N:21]=[C:20]([O:22][CH3:23])[C:19]([C:24]2[CH:33]=[C:32]3[C:27]([C:28](Cl)=[C:29]([C:34]([NH2:36])=[O:35])[CH:30]=[N:31]3)=[CH:26][CH:25]=2)=[CH:18][N:17]=1. The catalyst is C(O)(=O)C. The product is [C:5]([OH:7])(=[O:6])[CH3:4].[NH2:36][C:34]([C:29]1[CH:30]=[N:31][C:32]2[C:27]([C:28]=1[NH:1][C:2]1[CH:3]=[C:4]([CH:8]=[C:9]([C:11]([CH3:13])=[CH2:12])[CH:10]=1)[C:5]([OH:7])=[O:6])=[CH:26][CH:25]=[C:24]([C:19]1[C:20]([O:22][CH3:23])=[N:21][C:16]([O:15][CH3:14])=[N:17][CH:18]=1)[CH:33]=2)=[O:35]. The yield is 0.810. (5) The reactants are [CH3:1][O:2][CH2:3][CH2:4][CH2:5][N:6]1[C:14]2[C:9](=[CH:10][CH:11]=[C:12]([CH2:15]O)[CH:13]=2)[CH:8]=[N:7]1.C1C=CC(P(C2C=CC=CC=2)C2C=CC=CC=2)=CC=1.C1C(=O)N([Br:43])C(=O)C1. The catalyst is C(Cl)Cl. The product is [Br:43][CH2:15][C:12]1[CH:13]=[C:14]2[C:9]([CH:8]=[N:7][N:6]2[CH2:5][CH2:4][CH2:3][O:2][CH3:1])=[CH:10][CH:11]=1. The yield is 0.500. (6) The reactants are Br[CH2:2][C:3]1[C:13]([Cl:14])=[N:12][CH:11]=[CH:10][C:4]=1[C:5]([O:7]CC)=O.Cl.[Cl:16][C:17]1[CH:18]=[C:19]([CH:31]([NH2:33])[CH3:32])[CH:20]=[N:21][C:22]=1[O:23][CH2:24][C:25]([F:30])([F:29])[CH:26]([F:28])[F:27]. No catalyst specified. The product is [Cl:14][C:13]1[C:3]2[CH2:2][N:33]([CH:31]([C:19]3[CH:20]=[N:21][C:22]([O:23][CH2:24][C:25]([F:29])([F:30])[CH:26]([F:27])[F:28])=[C:17]([Cl:16])[CH:18]=3)[CH3:32])[C:5](=[O:7])[C:4]=2[CH:10]=[CH:11][N:12]=1. The yield is 0.530.